This data is from Catalyst prediction with 721,799 reactions and 888 catalyst types from USPTO. The task is: Predict which catalyst facilitates the given reaction. (1) Reactant: [Cl:1][C:2]1[C:20]([OH:21])=[CH:19][CH:18]=[C:17]([Cl:22])[C:3]=1[CH2:4][CH:5]1[CH2:9][CH2:8][N:7]([CH:10]2[CH2:15][CH2:14][CH2:13][CH2:12][CH2:11]2)[C:6]1=[O:16].C1C(=O)N([Br:30])C(=O)C1. Product: [Br:30][C:19]1[CH:18]=[C:17]([Cl:22])[C:3]([CH2:4][CH:5]2[CH2:9][CH2:8][N:7]([CH:10]3[CH2:11][CH2:12][CH2:13][CH2:14][CH2:15]3)[C:6]2=[O:16])=[C:2]([Cl:1])[C:20]=1[OH:21]. The catalyst class is: 15. (2) Reactant: [N:1]1[CH:6]=[CH:5][CH:4]=[CH:3][C:2]=1[C:7]([OH:9])=O.C([N:12]([CH2:15]C)CC)C.C(OC(Cl)=O)C(C)C.C[N:26](C)C=O. Product: [N:1]1[CH:6]=[CH:5][CH:4]=[CH:3][C:2]=1[C:7]1[O:9][N:12]=[CH:15][N:26]=1. The catalyst class is: 7. (3) The catalyst class is: 92. Reactant: [CH3:1][O:2][P:3]([CH:7]([O:12][CH3:13])[C:8]([O:10]C)=[O:9])([O:5][CH3:6])=[O:4].[OH-].[Na+].Cl. Product: [CH3:1][O:2][P:3]([CH:7]([O:12][CH3:13])[C:8]([OH:10])=[O:9])([O:5][CH3:6])=[O:4]. (4) Reactant: [CH3:1][C:2]1[C:3]([CH3:15])([CH3:14])[C:4]2[C:5]([N:13]=1)=[N:6][CH:7]=[C:8]([C:10]([OH:12])=[O:11])[CH:9]=2.O.[C:17]1(C)C=CC(S(O)(=O)=O)=C[CH:18]=1. Product: [CH2:17]([O:11][C:10]([C:8]1[CH:9]=[C:4]2[C:3]([CH3:15])([CH3:14])[C:2]([CH3:1])=[N:13][C:5]2=[N:6][CH:7]=1)=[O:12])[CH3:18]. The catalyst class is: 8. (5) Reactant: [Cl:1][C:2]1[CH:3]=[C:4]([NH:9][CH2:10][CH2:11][C:12]2[CH:17]=[CH:16][CH:15]=[C:14]([O:18][CH2:19][C:20]3[CH:25]=[CH:24][CH:23]=[CH:22][CH:21]=3)[CH:13]=2)[CH:5]=[CH:6][C:7]=1[Cl:8].[OH:26][C:27]1[CH:32]=[CH:31][C:30]([CH2:33][C:34](O)=[O:35])=[CH:29][CH:28]=1.P(Cl)(Cl)Cl. Product: [Cl:1][C:2]1[CH:3]=[C:4]([N:9]([CH2:10][CH2:11][C:12]2[CH:17]=[CH:16][CH:15]=[C:14]([O:18][CH2:19][C:20]3[CH:21]=[CH:22][CH:23]=[CH:24][CH:25]=3)[CH:13]=2)[C:34](=[O:35])[CH2:33][C:30]2[CH:31]=[CH:32][C:27]([OH:26])=[CH:28][CH:29]=2)[CH:5]=[CH:6][C:7]=1[Cl:8]. The catalyst class is: 159. (6) Reactant: Br[C:2]1[CH:7]=[CH:6][C:5]([C@H:8]([NH:13][C@H:14]([C:18]([NH:20]C2(C#N)CC2)=O)[CH2:15][CH2:16]C)[C:9]([F:12])([F:11])[F:10])=[CH:4][CH:3]=1.[CH3:26][S:27]([C:30]1[CH:35]=[CH:34][C:33](B(O)O)=[CH:32][CH:31]=1)(=[O:29])=[O:28].[C:39]([O-:42])([O-])=O.[K+].[K+]. Product: [C:18]([C:14]1([N:13]([C@@H:8]([C:5]2[CH:4]=[CH:3][C:2]([C:33]3[CH:34]=[CH:35][C:30]([S:27]([CH3:26])(=[O:29])=[O:28])=[CH:31][CH:32]=3)=[CH:7][CH:6]=2)[C:9]([F:10])([F:11])[F:12])[C:39](=[O:42])[C@H:8]([CH2:5][CH2:4][CH3:3])[NH2:13])[CH2:15][CH2:16]1)#[N:20]. The catalyst class is: 39.